This data is from Catalyst prediction with 721,799 reactions and 888 catalyst types from USPTO. The task is: Predict which catalyst facilitates the given reaction. (1) Reactant: [CH3:1][N:2]1[CH:6]=[C:5]([C:7]2[CH:37]=[CH:36][C:10]([CH2:11][N:12]3[C:20](=[O:21])[C:19]4[C:14](=[CH:15][CH:16]=[CH:17][C:18]=4[O:22][CH2:23][C:24]4[CH:28]=[CH:27][N:26](C(OC(C)(C)C)=O)[N:25]=4)[CH2:13]3)=[CH:9][CH:8]=2)[CH:4]=[N:3]1.[ClH:38]. Product: [ClH:38].[CH3:1][N:2]1[CH:6]=[C:5]([C:7]2[CH:8]=[CH:9][C:10]([CH2:11][N:12]3[CH2:13][C:14]4[C:19](=[C:18]([O:22][CH2:23][C:24]5[CH:28]=[CH:27][NH:26][N:25]=5)[CH:17]=[CH:16][CH:15]=4)[C:20]3=[O:21])=[CH:36][CH:37]=2)[CH:4]=[N:3]1. The catalyst class is: 1. (2) The catalyst class is: 5. Product: [C:14]([C:4]1[CH:5]=[C:6]([Br:12])[C:7]([N+:9]([O-:11])=[O:10])=[CH:8][C:3]=1[OH:2])([CH3:17])([CH3:15])[CH3:16]. Reactant: C(=O)([O-])[O:2][C:3]1[CH:8]=[C:7]([N+:9]([O-:11])=[O:10])[C:6]([Br:12])=[C:5](C)[C:4]=1[C:14]([CH3:17])([CH3:16])[CH3:15].[OH-].[K+].Cl. (3) Reactant: O.[C:2]([O:5][C:6]1[CH:7]=[C:8]([O:16][C:17](=[O:19])[CH3:18])[CH:9]=[C:10]([O:12][C:13](=O)[CH3:14])[CH:11]=1)(=[O:4])[CH3:3].[H-].[Na+].C(Cl)[C:23]1[CH:28]=[CH:27]C=[CH:25][CH:24]=1.Cl. Product: [C:17]([O:16][C:8]1[CH:7]=[C:6]([O:5][C:2](=[O:4])[CH3:3])[CH:11]=[C:10]([O:12][CH2:13][C:14]2[CH:27]=[CH:28][CH:23]=[CH:24][CH:25]=2)[CH:9]=1)(=[O:19])[CH3:18]. The catalyst class is: 3. (4) Reactant: [CH3:1][C:2]([C:21]1[N:25]([CH3:26])[C:24]([C:27]2[CH:32]=[CH:31][CH:30]=[CH:29][C:28]=2[C:33]([F:36])([F:35])[F:34])=[N:23][N:22]=1)([O:4][C:5]1[CH:10]=[CH:9][C:8]([C:11]2[O:15][N:14]=[C:13]([C:16]([O:18]CC)=[O:17])[N:12]=2)=[CH:7][CH:6]=1)[CH3:3].[OH-].[Na+].O.Cl. Product: [CH3:3][C:2]([C:21]1[N:25]([CH3:26])[C:24]([C:27]2[CH:32]=[CH:31][CH:30]=[CH:29][C:28]=2[C:33]([F:36])([F:35])[F:34])=[N:23][N:22]=1)([O:4][C:5]1[CH:10]=[CH:9][C:8]([C:11]2[O:15][N:14]=[C:13]([C:16]([OH:18])=[O:17])[N:12]=2)=[CH:7][CH:6]=1)[CH3:1]. The catalyst class is: 8.